This data is from Reaction yield outcomes from USPTO patents with 853,638 reactions. The task is: Predict the reaction yield, written as a fraction of the theoretical maximum amount of product (1.0 means a 100% yield; for example, 0.34 means a 34% yield). (1) The reactants are [CH2:1]([C:3]1[C:8](=[O:9])[NH:7][C:6]([CH3:10])=[C:5]([C:11]2[S:15][C:14]([S:16](Cl)(=[O:18])=[O:17])=[CH:13][CH:12]=2)[CH:4]=1)[CH3:2].[NH2:20][CH2:21][CH:22]([OH:24])[CH3:23]. No catalyst specified. The product is [OH:24][CH:22]([CH3:23])[CH2:21][NH:20][S:16]([C:14]1[S:15][C:11]([C:5]2[CH:4]=[C:3]([CH2:1][CH3:2])[C:8](=[O:9])[NH:7][C:6]=2[CH3:10])=[CH:12][CH:13]=1)(=[O:18])=[O:17]. The yield is 0.590. (2) The reactants are Br[CH2:2][C:3]1[C:8]([CH2:9]Br)=[C:7]([Cl:11])[N:6]=[N:5][C:4]=1[Cl:12].[C:13](=[O:16])([O-])[O-].[Na+].[Na+].C[C:20]1[CH:27]=[CH:26][C:23]([CH2:24][NH2:25])=[CH:22][CH:21]=1.CCCCCCC. The catalyst is C1COCC1.[I-].C([N+](CCCC)(CCCC)CCCC)CCC. The product is [Cl:12][C:4]1[C:3]2[CH2:2][N:25]([CH2:24][C:23]3[CH:26]=[CH:27][C:20]([O:16][CH3:13])=[CH:21][CH:22]=3)[CH2:9][C:8]=2[C:7]([Cl:11])=[N:6][N:5]=1. The yield is 0.410.